From a dataset of Full USPTO retrosynthesis dataset with 1.9M reactions from patents (1976-2016). Predict the reactants needed to synthesize the given product. (1) Given the product [CH2:23]([C:19]1[CH:20]=[C:21]([CH3:22])[C:16]([N:13]2[CH2:14][CH2:15][N:10]([C:8]([C:5]3[CH:4]=[CH:3][C:2]([N:28]4[CH2:29][CH2:30][N:26]([CH3:25])[C:27]4=[O:31])=[N:7][CH:6]=3)=[O:9])[CH2:11][CH2:12]2)=[N:17][CH:18]=1)[CH3:24], predict the reactants needed to synthesize it. The reactants are: Br[C:2]1[N:7]=[CH:6][C:5]([C:8]([N:10]2[CH2:15][CH2:14][N:13]([C:16]3[C:21]([CH3:22])=[CH:20][C:19]([CH2:23][CH3:24])=[CH:18][N:17]=3)[CH2:12][CH2:11]2)=[O:9])=[CH:4][CH:3]=1.[CH3:25][N:26]1[CH2:30][CH2:29][NH:28][C:27]1=[O:31]. (2) Given the product [F:12][C:10]1[CH:11]=[C:6]([C:4](=[O:3])[CH3:5])[CH:7]=[C:8]([F:18])[C:9]=1[O:13][C:14]([F:16])([F:17])[F:15], predict the reactants needed to synthesize it. The reactants are: C([O:3][C:4]([C:6]1[CH:7]=[C:8]([F:18])[C:9]([O:13][C:14]([F:17])([F:16])[F:15])=[C:10]([F:12])[CH:11]=1)=[CH2:5])C.Cl.CC(C)=O. (3) Given the product [S:1]1[C:5]2[CH:6]=[CH:7][CH:8]=[CH:9][C:4]=2[N:3]=[C:2]1[C:10]1[CH:19]=[C:18]([NH:20][C:21](=[O:23])[CH3:22])[CH:17]=[C:16]2[C:11]=1[CH2:12][CH2:13][NH:14][CH2:15]2, predict the reactants needed to synthesize it. The reactants are: [S:1]1[C:5]2[CH:6]=[CH:7][CH:8]=[CH:9][C:4]=2[N:3]=[C:2]1[C:10]1[CH:19]=[C:18]([NH:20][C:21](=[O:23])[CH3:22])[CH:17]=[C:16]2[C:11]=1[CH2:12][CH2:13][N:14](C(=O)C(F)(F)F)[CH2:15]2.O.[OH-].[Li+]. (4) Given the product [C:1]([N:4]1[C:12]2[C:7](=[CH:8][CH:9]=[CH:10][CH:11]=2)[C:6]([NH:21][C:20]2[CH:22]=[CH:23][C:17]([N+:14]([O-:16])=[O:15])=[CH:18][CH:19]=2)=[CH:5]1)(=[O:3])[CH3:2], predict the reactants needed to synthesize it. The reactants are: [C:1]([N:4]1[C:12]2[C:7](=[CH:8][CH:9]=[CH:10][CH:11]=2)[C:6](O)=[CH:5]1)(=[O:3])[CH3:2].[N+:14]([C:17]1[CH:23]=[CH:22][C:20]([NH2:21])=[CH:19][CH:18]=1)([O-:16])=[O:15]. (5) Given the product [Cr:26]([OH:30])([OH:29])(=[O:28])=[O:27].[C:1]([O:5][C:6]([N:8]1[CH2:12][C:11](=[O:13])[CH2:10][C@H:9]1[C:14]([OH:16])=[O:15])=[O:7])([CH3:4])([CH3:2])[CH3:3], predict the reactants needed to synthesize it. The reactants are: [C:1]([O:5][C:6]([N:8]1[CH2:12][C@H:11]([OH:13])[CH2:10][C@H:9]1[C:14]([OH:16])=[O:15])=[O:7])([CH3:4])([CH3:3])[CH3:2].[O-2].[O-2].[O-2].[Cr+6].S(=O)(=O)(O)O.[Cr:26]([OH:30])([OH:29])(=[O:28])=[O:27].